Dataset: Reaction yield outcomes from USPTO patents with 853,638 reactions. Task: Predict the reaction yield, written as a fraction of the theoretical maximum amount of product (1.0 means a 100% yield; for example, 0.34 means a 34% yield). (1) The reactants are [CH3:1][C:2]1[CH:7]=[C:6]([C:8]([F:17])([C:13]([F:16])([F:15])[F:14])[C:9]([F:12])([F:11])[F:10])[CH:5]=[C:4]([CH3:18])[C:3]=1[NH:19][C:20](=[O:33])[C:21]1[CH:26]=[C:25]([F:27])[C:24](F)=[C:23]([N+:29]([O-:31])=[O:30])[C:22]=1[F:32].[C-:34]#[N:35].[Na+]. The catalyst is CN(C)C=O. The product is [C:34]([C:24]1[C:25]([F:27])=[CH:26][C:21]([C:20]([NH:19][C:3]2[C:2]([CH3:1])=[CH:7][C:6]([C:8]([F:17])([C:13]([F:15])([F:16])[F:14])[C:9]([F:12])([F:11])[F:10])=[CH:5][C:4]=2[CH3:18])=[O:33])=[C:22]([F:32])[C:23]=1[N+:29]([O-:31])=[O:30])#[N:35]. The yield is 0.466. (2) The reactants are [Br:1][C:2]1[CH:3]=[CH:4][C:5]([C:9]#[N:10])=[N:6][C:7]=1[CH3:8].C(O)(C(F)(F)F)=[O:12]. The catalyst is S(=O)(=O)(O)O. The product is [Br:1][C:2]1[CH:3]=[CH:4][C:5]([C:9]([NH2:10])=[O:12])=[N:6][C:7]=1[CH3:8]. The yield is 0.540. (3) The reactants are [CH2:1]([O:8][C:9]([N:11]1[C@H:20]([C:21](O)=[O:22])[CH2:19][C:18]2[C:13](=[CH:14][CH:15]=[CH:16][CH:17]=2)[CH2:12]1)=[O:10])[C:2]1[CH:7]=[CH:6][CH:5]=[CH:4][CH:3]=1.ClC(N(C)C)=C(C)C.[NH:32]1[C:40]2[C:35](=[CH:36][C:37]([CH2:41][NH:42][C@@H:43]([C:47]3[CH:52]=[CH:51][CH:50]=[CH:49][CH:48]=3)[CH2:44][O:45][CH3:46])=[CH:38][CH:39]=2)[CH:34]=[CH:33]1.CCN(C(C)C)C(C)C. The catalyst is C(Cl)Cl.[Cl-].[Na+].O. The product is [NH:32]1[C:40]2[C:35](=[CH:36][C:37]([CH2:41][N:42]([C@@H:43]([C:47]3[CH:52]=[CH:51][CH:50]=[CH:49][CH:48]=3)[CH2:44][O:45][CH3:46])[C:21]([C@@H:20]3[CH2:19][C:18]4[C:13](=[CH:14][CH:15]=[CH:16][CH:17]=4)[CH2:12][N:11]3[C:9]([O:8][CH2:1][C:2]3[CH:7]=[CH:6][CH:5]=[CH:4][CH:3]=3)=[O:10])=[O:22])=[CH:38][CH:39]=2)[CH:34]=[CH:33]1. The yield is 0.970.